Dataset: Blood-brain barrier permeability classification from the B3DB database. Task: Regression/Classification. Given a drug SMILES string, predict its absorption, distribution, metabolism, or excretion properties. Task type varies by dataset: regression for continuous measurements (e.g., permeability, clearance, half-life) or binary classification for categorical outcomes (e.g., BBB penetration, CYP inhibition). Dataset: b3db_classification. (1) The result is 0 (does not penetrate BBB). The drug is CC(=O)Nc1ccc(C=NNC(N)=S)cc1. (2) The drug is C[C@H](O)C1C(=O)N2C(C(=O)O)=C(S[C@@H]3CN[C@H](C(=O)N(C)C)C3)[C@H](C)C12. The result is 0 (does not penetrate BBB). (3) The molecule is C#CC1(O)CCC2C3CCc4cc(OC)ccc4C3CCC21C. The result is 0 (does not penetrate BBB). (4) The compound is CCN(C(C)=O)c1cccc(-c2ccnc3c(C#N)cnn23)c1. The result is 1 (penetrates BBB).